Predict the reactants needed to synthesize the given product. From a dataset of Full USPTO retrosynthesis dataset with 1.9M reactions from patents (1976-2016). (1) Given the product [CH3:1][O:2][C:3](=[O:37])[C:4]([NH:35][NH2:36])([CH3:34])[CH2:5][C:6]1[CH:11]=[CH:10][C:9]([O:12][CH3:13])=[C:8]([O:23][CH3:24])[CH:7]=1, predict the reactants needed to synthesize it. The reactants are: [CH3:1][O:2][C:3](=[O:37])[C:4]([NH:35][NH2:36])([CH3:34])[CH2:5][C:6]1[CH:11]=[CH:10][C:9]([O:12][CH:13]2C3C(=CC=CC=3)C(=O)O2)=[C:8]([O:23][CH:24]2C3C(=CC=CC=3)C(=O)O2)[CH:7]=1.IC. (2) Given the product [CH:31]([C:4]1[CH:3]=[C:2]([CH3:1])[C:11]2[C:10](=[O:12])[NH:9][C@@H:8]3[CH2:13][N:14]([C:16]([O:18][C:19]([CH3:22])([CH3:21])[CH3:20])=[O:17])[CH2:15][C@H:7]3[C:6]=2[CH:5]=1)([CH3:33])[CH3:32], predict the reactants needed to synthesize it. The reactants are: [CH3:1][C:2]1[C:11]2[C:10](=[O:12])[NH:9][C@@H:8]3[CH2:13][N:14]([C:16]([O:18][C:19]([CH3:22])([CH3:21])[CH3:20])=[O:17])[CH2:15][C@H:7]3[C:6]=2[CH:5]=[C:4](OS(C(F)(F)F)(=O)=O)[CH:3]=1.[CH:31]([Zn]C(C)C)([CH3:33])[CH3:32]. (3) Given the product [OH:1][C:2]1[C:7]([O:8][CH3:9])=[C:6]([O:10][CH3:11])[N:5]([CH2:12][C:13]2[CH:14]=[CH:15][C:16]([O:19][CH3:20])=[CH:17][CH:18]=2)[C:4](=[O:21])[C:3]=1[C:22]([NH:29][CH2:28][CH:27]([CH3:26])[CH2:30][CH3:31])=[O:24], predict the reactants needed to synthesize it. The reactants are: [OH:1][C:2]1[C:7]([O:8][CH3:9])=[C:6]([O:10][CH3:11])[N:5]([CH2:12][C:13]2[CH:18]=[CH:17][C:16]([O:19][CH3:20])=[CH:15][CH:14]=2)[C:4](=[O:21])[C:3]=1[C:22]([O:24]C)=O.[CH3:26][CH:27]([CH2:30][CH3:31])[CH2:28][NH2:29].N1C=CC=CC1=O. (4) Given the product [C:1]([N:4]1[C:13]2[C:8](=[CH:9][CH:10]=[CH:11][CH:12]=2)/[C:7](=[CH:14]/[NH:22][CH2:23][C:24]2[CH:25]=[CH:26][C:27]([O:31][CH3:32])=[C:28]([OH:30])[CH:29]=2)/[C:6](=[O:17])[N:5]1[C:18](=[O:20])[CH3:19])(=[O:3])[CH3:2], predict the reactants needed to synthesize it. The reactants are: [C:1]([N:4]1[C:13]2[C:8](=[CH:9][CH:10]=[CH:11][CH:12]=2)[C:7](=[CH:14]OC)[C:6](=[O:17])[N:5]1[C:18](=[O:20])[CH3:19])(=[O:3])[CH3:2].Cl.[NH2:22][CH2:23][C:24]1[CH:25]=[CH:26][C:27]([O:31][CH3:32])=[C:28]([OH:30])[CH:29]=1.C(N(CC)CC)C. (5) Given the product [CH3:28][O:27][C:24]1[CH:23]=[CH:22][C:21]([C:20]2[C:13]3[C:12]([O:8][CH2:7][C:3]4([CH2:9][OH:10])[CH2:6][CH2:5][CH2:4]4)=[N:17][CH:16]=[N:15][C:14]=3[O:18][C:19]=2[C:29]2[CH:30]=[CH:31][CH:32]=[CH:33][CH:34]=2)=[CH:26][CH:25]=1, predict the reactants needed to synthesize it. The reactants are: [OH-].[Na+].[C:3]1([CH2:9][OH:10])([CH2:7][OH:8])[CH2:6][CH2:5][CH2:4]1.Cl[C:12]1[C:13]2[C:20]([C:21]3[CH:26]=[CH:25][C:24]([O:27][CH3:28])=[CH:23][CH:22]=3)=[C:19]([C:29]3[CH:34]=[CH:33][CH:32]=[CH:31][CH:30]=3)[O:18][C:14]=2[N:15]=[CH:16][N:17]=1.Cl. (6) Given the product [O:32]1[C:31]2[CH:35]=[CH:36][C:28]([S:27][C:5]3[N:6]([CH2:11][CH2:12][CH2:13][CH2:14][CH2:15][N:16]4[C:17](=[O:26])[C:18]5[C:23](=[CH:22][CH:21]=[CH:20][CH:19]=5)[C:24]4=[O:25])[C:7]4[N:8]=[CH:9][NH:10][C:2](=[O:38])[C:3]=4[N:4]=3)=[CH:29][C:30]=2[O:34][CH2:33]1, predict the reactants needed to synthesize it. The reactants are: N[C:2]1[N:10]=[CH:9][N:8]=[C:7]2[C:3]=1[N:4]=[C:5]([S:27][C:28]1[CH:36]=[CH:35][C:31]3[O:32][CH2:33][O:34][C:30]=3[CH:29]=1)[N:6]2[CH2:11][CH2:12][CH2:13][CH2:14][CH2:15][N:16]1[C:24](=[O:25])[C:23]2[C:18](=[CH:19][CH:20]=[CH:21][CH:22]=2)[C:17]1=[O:26].N([O-])=[O:38].[Na+]. (7) Given the product [C:1]([C:3]1[CH:20]=[CH:19][C:6]([CH2:7][NH:8][C:9](=[O:18])[C:10]2[CH:15]=[C:14]([CH3:16])[CH:13]=[C:12]([O:17][CH2:29][CH2:28][OH:30])[CH:11]=2)=[C:5]([O:21][CH2:22][C:23](=[O:26])[NH:24][CH3:25])[CH:4]=1)#[N:2], predict the reactants needed to synthesize it. The reactants are: [C:1]([C:3]1[CH:20]=[CH:19][C:6]([CH2:7][NH:8][C:9](=[O:18])[C:10]2[CH:15]=[C:14]([CH3:16])[CH:13]=[C:12]([OH:17])[CH:11]=2)=[C:5]([O:21][CH2:22][C:23](=[O:26])[NH:24][CH3:25])[CH:4]=1)#[N:2].Br[CH:28]([OH:30])[CH3:29]. (8) Given the product [NH:9]([C:10](=[O:11])[CH:12]([C:23]1[CH:32]=[CH:31][C:26]([C:27]([O:29][CH3:30])=[O:28])=[CH:25][N:24]=1)[C:13]([NH:15][C:16]1[CH:21]=[CH:20][CH:19]=[CH:18][CH:17]=1)=[O:14])[C:6]1[CH:5]=[CH:4][CH:3]=[CH:8][CH:7]=1, predict the reactants needed to synthesize it. The reactants are: [H-].[Na+].[CH:3]1[CH:8]=[CH:7][C:6]([NH:9][C:10]([CH2:12][C:13]([NH:15][C:16]2[CH:21]=[CH:20][CH:19]=[CH:18][CH:17]=2)=[O:14])=[O:11])=[CH:5][CH:4]=1.F[C:23]1[CH:32]=[CH:31][C:26]([C:27]([O:29][CH3:30])=[O:28])=[CH:25][N:24]=1.